This data is from Reaction yield outcomes from USPTO patents with 853,638 reactions. The task is: Predict the reaction yield, written as a fraction of the theoretical maximum amount of product (1.0 means a 100% yield; for example, 0.34 means a 34% yield). The reactants are [NH2:1][C:2]1[N:3]=[CH:4][C:5]([C:20]2[CH:30]=[CH:29][C:23]([C:24]([N:26]([CH3:28])[CH3:27])=[O:25])=[CH:22][CH:21]=2)=[N:6][C:7]=1[C:8]1[O:9][C:10]([C:13]2[CH:18]=[CH:17][CH:16]=[CH:15][C:14]=2I)=[N:11][N:12]=1.F[C:32]([B])=[C:33](F)F.[K].C(N(CC)CC)C.C1(P(C2C=CC=CC=2)C2C=CC=CC=2)C=CCC=1. The catalyst is C(O)CC.Cl[Pd]Cl.[Fe].ClCCl. The product is [NH2:1][C:2]1[N:3]=[CH:4][C:5]([C:20]2[CH:30]=[CH:29][C:23]([C:24]([N:26]([CH3:28])[CH3:27])=[O:25])=[CH:22][CH:21]=2)=[N:6][C:7]=1[C:8]1[O:9][C:10]([C:13]2[CH:18]=[CH:17][CH:16]=[CH:15][C:14]=2[CH:32]=[CH2:33])=[N:11][N:12]=1. The yield is 0.530.